This data is from Peptide-MHC class II binding affinity with 134,281 pairs from IEDB. The task is: Regression. Given a peptide amino acid sequence and an MHC pseudo amino acid sequence, predict their binding affinity value. This is MHC class II binding data. (1) The peptide sequence is YNFATCGLIGLVTFL. The MHC is DRB1_1302 with pseudo-sequence DRB1_1302. The binding affinity (normalized) is 0.0703. (2) The peptide sequence is DPVKLVKMWEDEVKD. The MHC is HLA-DQA10101-DQB10501 with pseudo-sequence HLA-DQA10101-DQB10501. The binding affinity (normalized) is 0.452. (3) The peptide sequence is MYLGTCKTLTPLMSS. The MHC is HLA-DQA10301-DQB10302 with pseudo-sequence HLA-DQA10301-DQB10302. The binding affinity (normalized) is 0.0773. (4) The peptide sequence is YDKFLENVSTVLTGK. The MHC is DRB1_0404 with pseudo-sequence DRB1_0404. The binding affinity (normalized) is 0.770. (5) The peptide sequence is ALSRVQSMFLGTGGS. The MHC is DRB4_0101 with pseudo-sequence DRB4_0103. The binding affinity (normalized) is 0.607. (6) The MHC is DRB1_0403 with pseudo-sequence DRB1_0403. The peptide sequence is MSLLTEVETYVLSIVPSGPL. The binding affinity (normalized) is 0.325. (7) The MHC is HLA-DQA10102-DQB10501 with pseudo-sequence HLA-DQA10102-DQB10501. The peptide sequence is FPCQEWQEVDSILGF. The binding affinity (normalized) is 0.497.